Dataset: Peptide-MHC class I binding affinity with 185,985 pairs from IEDB/IMGT. Task: Regression. Given a peptide amino acid sequence and an MHC pseudo amino acid sequence, predict their binding affinity value. This is MHC class I binding data. (1) The peptide sequence is FHARFVQAL. The MHC is HLA-B07:02 with pseudo-sequence HLA-B07:02. The binding affinity (normalized) is 0.0847. (2) The peptide sequence is SDTLELDTI. The MHC is Mamu-B01 with pseudo-sequence Mamu-B01. The binding affinity (normalized) is 1.00.